From a dataset of Forward reaction prediction with 1.9M reactions from USPTO patents (1976-2016). Predict the product of the given reaction. (1) Given the reactants [C:1]([O:5][C:6](=[O:17])[NH:7][CH:8]1[CH2:13][CH2:12][N:11]([CH2:14][CH2:15][OH:16])[CH2:10][CH2:9]1)([CH3:4])([CH3:3])[CH3:2].[CH3:18][O:19][C:20]1[N:21]=[C:22]2[C:27](=[CH:28][CH:29]=1)[N:26]=[CH:25][C:24](O)=[CH:23]2.C1(P(C2C=CC=CC=2)C2C=CC=CC=2)C=CC=CC=1.N(C(OC(C)C)=O)=NC(OC(C)C)=O, predict the reaction product. The product is: [C:1]([O:5][C:6](=[O:17])[NH:7][CH:8]1[CH2:9][CH2:10][N:11]([CH2:14][CH2:15][O:16][C:24]2[CH:25]=[N:26][C:27]3[C:22]([CH:23]=2)=[N:21][C:20]([O:19][CH3:18])=[CH:29][CH:28]=3)[CH2:12][CH2:13]1)([CH3:4])([CH3:2])[CH3:3]. (2) Given the reactants Cl.[CH2:2]([O:6][CH2:7][C:8]([OH:10])=O)[CH2:3][CH2:4][CH3:5].[CH2:11]([C@H:18]1[CH2:22][NH:21][C@H:20]([C:23]([NH:25][C:26]2[CH:31]=[CH:30][C:29]([O:32][C:33]3[CH:38]=[CH:37][C:36]([F:39])=[CH:35][CH:34]=3)=[CH:28][CH:27]=2)=[O:24])[CH2:19]1)[C:12]1[CH:17]=[CH:16][CH:15]=[CH:14][CH:13]=1, predict the reaction product. The product is: [CH2:11]([C@H:18]1[CH2:22][N:21]([C:8](=[O:10])[CH2:7][O:6][CH2:2][CH2:3][CH2:4][CH3:5])[C@H:20]([C:23]([NH:25][C:26]2[CH:31]=[CH:30][C:29]([O:32][C:33]3[CH:34]=[CH:35][C:36]([F:39])=[CH:37][CH:38]=3)=[CH:28][CH:27]=2)=[O:24])[CH2:19]1)[C:12]1[CH:13]=[CH:14][CH:15]=[CH:16][CH:17]=1. (3) Given the reactants [C:1]1(P(C2C=CC=CC=2)C2C=CC=CC=2)[CH:6]=CC=C[CH:2]=1.N(C(OCC)=O)=NC(OCC)=O.[OH:32][C:33]1[C:42]2[C:37](=[N:38][CH:39]=[CH:40][CH:41]=2)[N:36]([CH2:43][CH2:44][CH:45]([CH3:47])[CH3:46])[C:35](=[O:48])[C:34]=1[C:49]1[NH:54][C:53]2[CH:55]=[CH:56][C:57]([NH:59][S:60](=[O:73])(=[O:72])[NH:61][C:62]([O:64][CH2:65][C:66]3[CH:71]=[CH:70][CH:69]=[CH:68][CH:67]=3)=[O:63])=[CH:58][C:52]=2[S:51](=[O:75])(=[O:74])[N:50]=1.C(O)CC.Cl, predict the reaction product. The product is: [OH:32][C:33]1[C:42]2[C:37](=[N:38][CH:39]=[CH:40][CH:41]=2)[N:36]([CH2:43][CH2:44][CH:45]([CH3:47])[CH3:46])[C:35](=[O:48])[C:34]=1[C:49]1[NH:54][C:53]2[CH:55]=[CH:56][C:57]([NH:59][S:60](=[O:73])(=[O:72])[N:61]([CH2:2][CH2:1][CH3:6])[C:62]([O:64][CH2:65][C:66]3[CH:71]=[CH:70][CH:69]=[CH:68][CH:67]=3)=[O:63])=[CH:58][C:52]=2[S:51](=[O:74])(=[O:75])[N:50]=1. (4) The product is: [Cl:16][C:14]1[CH:15]=[C:10]2[C:11](=[CH:12][C:13]=1[F:17])[N:18]([OH:20])[C:3](=[O:2])[C:4](=[O:5])[N:6]2[CH:7]1[CH2:9][CH2:8]1. Given the reactants C[O:2][C:3](=O)[C:4]([N:6]([C:10]1[CH:15]=[C:14]([Cl:16])[C:13]([F:17])=[CH:12][C:11]=1[N+:18]([O-:20])=O)[CH:7]1[CH2:9][CH2:8]1)=[O:5].C(OCC)(=O)C, predict the reaction product. (5) Given the reactants [CH3:1][O:2][C:3]([C:5]1[S:6][C:7]2[CH:8](Br)[CH2:9][O:10][C:11]3[CH:18]=[CH:17][C:16]([Br:19])=[CH:15][C:12]=3[C:13]=2[N:14]=1)=[O:4].Cl.[CH3:22][NH:23][CH3:24].CCN(C(C)C)C(C)C, predict the reaction product. The product is: [CH3:1][O:2][C:3]([C:5]1[S:6][C:7]2[CH:8]([N:23]([CH3:24])[CH3:22])[CH2:9][O:10][C:11]3[CH:18]=[CH:17][C:16]([Br:19])=[CH:15][C:12]=3[C:13]=2[N:14]=1)=[O:4]. (6) Given the reactants [F:1][C:2]([F:33])([F:32])[C:3]1[CH:4]=[C:5]([CH:29]=[CH:30][CH:31]=1)[CH2:6][N:7]1[C@@H:12]([C:13]([NH:15][C:16]2([C:19]3[CH:28]=[CH:27][C:22]([C:23]([O:25]C)=[O:24])=[CH:21][CH:20]=3)[CH2:18][CH2:17]2)=[O:14])[CH2:11][CH:10]2[CH:8]1[CH2:9]2.O[Li].O, predict the reaction product. The product is: [F:32][C:2]([F:1])([F:33])[C:3]1[CH:4]=[C:5]([CH:29]=[CH:30][CH:31]=1)[CH2:6][N:7]1[C@@H:12]([C:13]([NH:15][C:16]2([C:19]3[CH:20]=[CH:21][C:22]([C:23]([OH:25])=[O:24])=[CH:27][CH:28]=3)[CH2:18][CH2:17]2)=[O:14])[CH2:11][C@@H:10]2[C@H:8]1[CH2:9]2.